From a dataset of NCI-60 drug combinations with 297,098 pairs across 59 cell lines. Regression. Given two drug SMILES strings and cell line genomic features, predict the synergy score measuring deviation from expected non-interaction effect. (1) Drug 1: CCCS(=O)(=O)NC1=C(C(=C(C=C1)F)C(=O)C2=CNC3=C2C=C(C=N3)C4=CC=C(C=C4)Cl)F. Drug 2: CC1=C(C=C(C=C1)NC(=O)C2=CC=C(C=C2)CN3CCN(CC3)C)NC4=NC=CC(=N4)C5=CN=CC=C5. Cell line: SF-268. Synergy scores: CSS=-8.09, Synergy_ZIP=2.15, Synergy_Bliss=-1.21, Synergy_Loewe=-18.4, Synergy_HSA=-5.14. (2) Drug 1: CC12CCC(CC1=CCC3C2CCC4(C3CC=C4C5=CN=CC=C5)C)O. Drug 2: COC1=NC(=NC2=C1N=CN2C3C(C(C(O3)CO)O)O)N. Cell line: RPMI-8226. Synergy scores: CSS=31.1, Synergy_ZIP=4.54, Synergy_Bliss=1.01, Synergy_Loewe=-36.8, Synergy_HSA=-5.83. (3) Drug 1: CC1C(C(CC(O1)OC2CC(CC3=C2C(=C4C(=C3O)C(=O)C5=C(C4=O)C(=CC=C5)OC)O)(C(=O)CO)O)N)O.Cl. Drug 2: CS(=O)(=O)OCCCCOS(=O)(=O)C. Cell line: U251. Synergy scores: CSS=-4.96, Synergy_ZIP=13.9, Synergy_Bliss=28.8, Synergy_Loewe=0.958, Synergy_HSA=3.52. (4) Cell line: UO-31. Drug 2: C1CC(C1)(C(=O)O)C(=O)O.[NH2-].[NH2-].[Pt+2]. Synergy scores: CSS=0.815, Synergy_ZIP=-1.71, Synergy_Bliss=-2.65, Synergy_Loewe=-0.239, Synergy_HSA=-1.03. Drug 1: CCC1(CC2CC(C3=C(CCN(C2)C1)C4=CC=CC=C4N3)(C5=C(C=C6C(=C5)C78CCN9C7C(C=CC9)(C(C(C8N6C=O)(C(=O)OC)O)OC(=O)C)CC)OC)C(=O)OC)O.OS(=O)(=O)O. (5) Drug 1: CC1=CC2C(CCC3(C2CCC3(C(=O)C)OC(=O)C)C)C4(C1=CC(=O)CC4)C. Drug 2: COCCOC1=C(C=C2C(=C1)C(=NC=N2)NC3=CC=CC(=C3)C#C)OCCOC.Cl. Cell line: CAKI-1. Synergy scores: CSS=18.8, Synergy_ZIP=-3.35, Synergy_Bliss=2.44, Synergy_Loewe=-13.6, Synergy_HSA=-1.09.